This data is from Reaction yield outcomes from USPTO patents with 853,638 reactions. The task is: Predict the reaction yield, written as a fraction of the theoretical maximum amount of product (1.0 means a 100% yield; for example, 0.34 means a 34% yield). (1) The reactants are [F:1][C:2]([F:18])([F:17])[C:3]1[CH:8]=[CH:7][C:6](/[CH:9]=[CH:10]/[CH:11]=[CH:12]/[CH:13]=[CH:14]/[CH2:15][OH:16])=[CH:5][CH:4]=1. The catalyst is [O-2].[O-2].[Mn+4]. The product is [F:1][C:2]([F:17])([F:18])[C:3]1[CH:4]=[CH:5][C:6](/[CH:9]=[CH:10]/[CH:11]=[CH:12]/[CH:13]=[CH:14]/[CH:15]=[O:16])=[CH:7][CH:8]=1. The yield is 0.880. (2) The reactants are [CH3:1][O:2][C:3](=[O:28])[NH:4][CH:5]([C:9]([N:11]1[CH2:15][CH2:14][CH2:13][CH:12]1[C:16]1[NH:17][C:18]([C:21]2[CH:26]=[CH:25][C:24](Br)=[CH:23][CH:22]=2)=[CH:19][N:20]=1)=[O:10])[CH:6]([CH3:8])[CH3:7].[CH3:29][O:30][C:31](=[O:57])[NH:32][CH:33]([C:37]([N:39]1[CH2:43][CH2:42][CH2:41][CH:40]1[C:44]1[NH:45][C:46]([C:49]2[CH:54]=[CH:53][C:52]([C:55]#[CH:56])=[CH:51][CH:50]=2)=[CH:47][N:48]=1)=[O:38])[CH:34]([CH3:36])[CH3:35].C(N(CC)CC)C.N#N. The catalyst is CN(C=O)C.C1C=CC([P]([Pd]([P](C2C=CC=CC=2)(C2C=CC=CC=2)C2C=CC=CC=2)([P](C2C=CC=CC=2)(C2C=CC=CC=2)C2C=CC=CC=2)[P](C2C=CC=CC=2)(C2C=CC=CC=2)C2C=CC=CC=2)(C2C=CC=CC=2)C2C=CC=CC=2)=CC=1.[Cu]I. The product is [CH3:1][O:2][C:3](=[O:28])[NH:4][CH:5]([C:9]([N:11]1[CH2:15][CH2:14][CH2:13][CH:12]1[C:16]1[NH:17][C:18]([C:21]2[CH:26]=[CH:25][C:24]([C:56]#[C:55][C:52]3[CH:53]=[CH:54][C:49]([C:46]4[NH:45][C:44]([CH:40]5[CH2:41][CH2:42][CH2:43][N:39]5[C:37](=[O:38])[CH:33]([NH:32][C:31]([O:30][CH3:29])=[O:57])[CH:34]([CH3:36])[CH3:35])=[N:48][CH:47]=4)=[CH:50][CH:51]=3)=[CH:23][CH:22]=2)=[CH:19][N:20]=1)=[O:10])[CH:6]([CH3:8])[CH3:7]. The yield is 0.470. (3) The reactants are BrCC1[CH:8]=[CH:7][C:6]([C:9]#[C:10][C:11]2[CH:16]=[CH:15][C:14]([CH2:17][C:18]([O:20][CH3:21])=[O:19])=[CH:13][CH:12]=2)=[CH:5][C:4]=1C(C)C.[C:25]([N:28]1[CH:32]=[CH:31][N:30]=[CH:29]1)(=O)[CH3:26].[C:33]([O-])([O-])=O.[Na+].[Na+].[CH3:39][C:40]#N. The catalyst is O. The product is [N:28]1([C:25]2[CH:4]=[CH:5][C:6]([C:9]#[C:10][C:11]3[CH:12]=[CH:13][C:14]([CH2:17][C:18]([O:20][CH3:21])=[O:19])=[CH:15][CH:16]=3)=[C:7]([CH3:8])[C:26]=2[CH:40]([CH3:39])[CH3:33])[CH:32]=[CH:31][N:30]=[CH:29]1. The yield is 0.580. (4) The reactants are [N:1]1([C:9](=[O:11])[CH3:10])[C:5]2[CH:6]=[CH:7][S:8][C:4]=2[CH:3]=[N:2]1.[Br:12]N1C(=O)CCC1=O. The catalyst is C(Cl)(Cl)Cl. The product is [Br:12][C:7]1[S:8][C:4]2[CH:3]=[N:2][N:1]([C:9](=[O:11])[CH3:10])[C:5]=2[CH:6]=1. The yield is 0.840. (5) The reactants are [C:1]1(=[O:7])[CH2:6][CH2:5][CH2:4][CH:3]=[CH:2]1.C1(P(C2C=CC=CC=2)C2C=CC3C(=CC=CC=3)C=2C2C3C(=CC=CC=3)C=CC=2P(C2C=CC=CC=2)C2C=CC=CC=2)C=CC=CC=1.[C:54]([C:58]1[CH:63]=[CH:62][C:61](B(O)O)=[CH:60][CH:59]=1)([CH3:57])([CH3:56])[CH3:55]. The catalyst is C/C(/O)=C/C(C)=O.C=C.C=C.[Rh].O1CCOCC1.O. The product is [C:54]([C:58]1[CH:63]=[CH:62][C:61]([CH:3]2[CH2:4][CH2:5][CH2:6][C:1](=[O:7])[CH2:2]2)=[CH:60][CH:59]=1)([CH3:57])([CH3:56])[CH3:55]. The yield is 0.610. (6) The reactants are [Br:1][C:2]1[C:15]2[C:16]3=[C:17]4[C:12](=[CH:13][CH:14]=2)[CH:11]=[CH:10][CH:9]=[C:8]4[CH:7]=[CH:6][C:5]3=[CH:4][CH:3]=1.[C:18](Br)([CH3:21])([CH3:20])[CH3:19].[Br-].[Al+3].[Br-].[Br-].C(O)C.C(N(CC)CC)C. No catalyst specified. The product is [Br:1][C:2]1[C:15]2[C:16]3=[C:17]4[C:12](=[CH:13][CH:14]=2)[CH:11]=[C:10]([C:18]([CH3:21])([CH3:20])[CH3:19])[CH:9]=[C:8]4[CH:7]=[CH:6][C:5]3=[CH:4][CH:3]=1. The yield is 0.627. (7) The yield is 0.750. The reactants are [C:1]([C@@H:3]1[CH2:7][CH2:6][CH2:5][N:4]1[C:8]([O:10][CH2:11][C:12]1[CH:17]=[CH:16][CH:15]=[CH:14][CH:13]=1)=[O:9])#[N:2].Cl.[NH2:19][OH:20].C([O-])([O-])=O.[Na+].[Na+]. The product is [OH:20][NH:19][C:1]([C@@H:3]1[CH2:7][CH2:6][CH2:5][N:4]1[C:8]([O:10][CH2:11][C:12]1[CH:17]=[CH:16][CH:15]=[CH:14][CH:13]=1)=[O:9])=[NH:2]. The catalyst is C(O)C.O.